Dataset: TCR-epitope binding with 47,182 pairs between 192 epitopes and 23,139 TCRs. Task: Binary Classification. Given a T-cell receptor sequence (or CDR3 region) and an epitope sequence, predict whether binding occurs between them. (1) The epitope is ITEEVGHTDLMAAY. The TCR CDR3 sequence is CASSLADGDGYTF. Result: 1 (the TCR binds to the epitope). (2) The epitope is KLPDDFTGCV. The TCR CDR3 sequence is CASSLGGGGVTDTQYF. Result: 1 (the TCR binds to the epitope).